From a dataset of Forward reaction prediction with 1.9M reactions from USPTO patents (1976-2016). Predict the product of the given reaction. (1) Given the reactants Cl.[Br:2][C:3]1[CH:11]=[C:10]2[C:6]([C:7]([CH2:16][C:17]#[N:18])=[CH:8][N:9]2[S:12]([CH3:15])(=[O:14])=[O:13])=[CH:5][C:4]=1[F:19].[CH2:20](N)[CH2:21][NH2:22], predict the reaction product. The product is: [Br:2][C:3]1[CH:11]=[C:10]2[C:6]([C:7]([CH2:16][C:17]3[NH:22][CH2:21][CH2:20][N:18]=3)=[CH:8][N:9]2[S:12]([CH3:15])(=[O:14])=[O:13])=[CH:5][C:4]=1[F:19]. (2) Given the reactants [Cl:1][C:2]1[CH:9]=[C:8]([N:10]([CH2:16][C:17]2[CH:22]=[CH:21][CH:20]=[CH:19][C:18]=2[CH3:23])[C@H:11]2[CH2:15][CH2:14][NH:13][CH2:12]2)[CH:7]=[CH:6][C:3]=1[C:4]#[N:5].[CH3:24][N:25]1[C:29]([CH:30]=O)=[CH:28][C:27]([CH3:32])=[N:26]1, predict the reaction product. The product is: [Cl:1][C:2]1[CH:9]=[C:8]([N:10]([C@H:11]2[CH2:15][CH2:14][N:13]([CH2:30][C:29]3[N:25]([CH3:24])[N:26]=[C:27]([CH3:32])[CH:28]=3)[CH2:12]2)[CH2:16][C:17]2[CH:22]=[CH:21][CH:20]=[CH:19][C:18]=2[CH3:23])[CH:7]=[CH:6][C:3]=1[C:4]#[N:5]. (3) Given the reactants Br[CH2:2][C:3]([C:5]1[CH:10]=[C:9]([Cl:11])[CH:8]=[CH:7][C:6]=1[Cl:12])=O.[CH3:13][O:14][C:15]1[CH:16]=[C:17]([NH:27][C:28]([NH2:30])=[S:29])[CH:18]=[CH:19][C:20]=1[N:21]1[CH:25]=[C:24]([CH3:26])[N:23]=[CH:22]1.C(OCC)C, predict the reaction product. The product is: [Cl:12][C:6]1[CH:7]=[CH:8][C:9]([Cl:11])=[CH:10][C:5]=1[C:3]1[N:30]=[C:28]([NH:27][C:17]2[CH:18]=[CH:19][C:20]([N:21]3[CH:25]=[C:24]([CH3:26])[N:23]=[CH:22]3)=[C:15]([O:14][CH3:13])[CH:16]=2)[S:29][CH:2]=1. (4) Given the reactants Cl[CH2:2][C:3]1[C:8]([F:9])=[CH:7][N:6]=[CH:5][C:4]=1[F:10].C(=O)([O-])[O-].[Cs+].[Cs+].[OH:17][C:18]1[C:19]2[N:20]([C:24]([C:28]([O:30][CH2:31][CH3:32])=[O:29])=[C:25]([CH3:27])[N:26]=2)[CH:21]=[CH:22][CH:23]=1, predict the reaction product. The product is: [F:10][C:4]1[CH:5]=[N:6][CH:7]=[C:8]([F:9])[C:3]=1[CH2:2][O:17][C:18]1[C:19]2[N:20]([C:24]([C:28]([O:30][CH2:31][CH3:32])=[O:29])=[C:25]([CH3:27])[N:26]=2)[CH:21]=[CH:22][CH:23]=1. (5) Given the reactants C([O:3][C:4](=[O:38])[C:5]([O:8][C:9]1[CH:14]=[CH:13][C:12]([O:15][CH2:16][C:17]2[C:18]([CH2:33][CH2:34][CH2:35][CH3:36])=[N:19][C:20]([C:23]3[CH:28]=[CH:27][C:26]([C:29]([F:32])([F:31])[F:30])=[CH:25][CH:24]=3)=[N:21][CH:22]=2)=[CH:11][C:10]=1[CH3:37])([CH3:7])[CH3:6])C.[Li+].[OH-], predict the reaction product. The product is: [CH2:33]([C:18]1[C:17]([CH2:16][O:15][C:12]2[CH:13]=[CH:14][C:9]([O:8][C:5]([CH3:6])([CH3:7])[C:4]([OH:38])=[O:3])=[C:10]([CH3:37])[CH:11]=2)=[CH:22][N:21]=[C:20]([C:23]2[CH:28]=[CH:27][C:26]([C:29]([F:31])([F:32])[F:30])=[CH:25][CH:24]=2)[N:19]=1)[CH2:34][CH2:35][CH3:36]. (6) Given the reactants [NH2:1][CH:2]([C:6]1[CH:11]=[CH:10][C:9]([F:12])=[C:8]([F:13])[CH:7]=1)[CH2:3][CH2:4][OH:5].[CH3:14][C:15]([Si:18](Cl)([CH3:20])[CH3:19])([CH3:17])[CH3:16].CCN(C(C)C)C(C)C.C(Cl)Cl, predict the reaction product. The product is: [Si:18]([O:5][CH2:4][CH2:3][CH:2]([C:6]1[CH:11]=[CH:10][C:9]([F:12])=[C:8]([F:13])[CH:7]=1)[NH2:1])([C:15]([CH3:17])([CH3:16])[CH3:14])([CH3:20])[CH3:19]. (7) Given the reactants [Cl:1][C:2]1[CH:7]=[CH:6][C:5]([CH:8]2[C:12]([C:15]3[CH:20]=[CH:19][C:18]([Cl:21])=[CH:17][C:16]=3[F:22])([C:13]#[N:14])[CH:11]([CH2:23][C:24]([CH3:27])([CH3:26])[CH3:25])[CH2:10][NH:9]2)=[C:4]([F:28])[CH:3]=1.[CH3:29][O:30][C:31](=[O:41])[C:32]1[CH:37]=[CH:36][C:35]([N:38]=[C:39]=[O:40])=[CH:34][CH:33]=1, predict the reaction product. The product is: [CH3:29][O:30][C:31](=[O:41])[C:32]1[CH:33]=[CH:34][C:35]([NH:38][C:39]([N:9]2[CH2:10][C@@H:11]([CH2:23][C:24]([CH3:25])([CH3:27])[CH3:26])[C@@:12]([C:15]3[CH:20]=[CH:19][C:18]([Cl:21])=[CH:17][C:16]=3[F:22])([C:13]#[N:14])[C@H:8]2[C:5]2[CH:6]=[CH:7][C:2]([Cl:1])=[CH:3][C:4]=2[F:28])=[O:40])=[CH:36][CH:37]=1. (8) Given the reactants Cl[C:2]1[CH:7]=[CH:6][C:5]([C:8]2[C:13](=[O:14])[N:12]3[CH:15]=[CH:16][CH:17]=[CH:18][C:11]3=[N:10][C:9]=2[NH:19][CH:20]([CH3:22])[CH3:21])=[CH:4][CH:3]=1.C(C1N=C2C=CC=CN2C(=O)C=1C1C=CC(Cl)=CC=1)CCC.[NH2:45][C@@H:46]1[CH2:50][CH2:49][N:48]([C:51]([O:53][C:54]([CH3:57])([CH3:56])[CH3:55])=[O:52])[CH2:47]1.NC1CCCN(C(OC(C)(C)C)=O)C1, predict the reaction product. The product is: [CH3:21][CH:20]([NH:19][C:9]1[N:10]=[C:11]2[CH:18]=[CH:17][CH:16]=[CH:15][N:12]2[C:13](=[O:14])[C:8]=1[C:5]1[CH:6]=[CH:7][C:2]([NH:45][C@@H:46]2[CH2:50][CH2:49][N:48]([C:51]([O:53][C:54]([CH3:57])([CH3:56])[CH3:55])=[O:52])[CH2:47]2)=[CH:3][CH:4]=1)[CH3:22]. (9) The product is: [CH:40]1([NH:39][C:35]2[N:34]=[C:33]([C:32]3[C:31]([C:45]4[CH:46]=[CH:47][C:48]([O:51][CH3:52])=[CH:49][CH:50]=4)=[N:30][N:29]4[C:24]([NH:23][CH2:22][CH2:21][CH2:20][CH2:19][NH:18][C:9]([NH2:10])=[NH:8])=[CH:25][CH:26]=[CH:27][C:28]=34)[CH:38]=[CH:37][N:36]=2)[CH2:44][CH2:43][CH2:42][CH2:41]1. Given the reactants C(OC([NH:8][C:9]([NH:18][CH2:19][CH2:20][CH2:21][CH2:22][NH:23][C:24]1[N:29]2[N:30]=[C:31]([C:45]3[CH:50]=[CH:49][C:48]([O:51][CH3:52])=[CH:47][CH:46]=3)[C:32]([C:33]3[CH:38]=[CH:37][N:36]=[C:35]([NH:39][CH:40]4[CH2:44][CH2:43][CH2:42][CH2:41]4)[N:34]=3)=[C:28]2[CH:27]=[CH:26][CH:25]=1)=[N:10]C(OC(C)(C)C)=O)=O)(C)(C)C.FC(F)(F)C(O)=O, predict the reaction product.